This data is from Reaction yield outcomes from USPTO patents with 853,638 reactions. The task is: Predict the reaction yield, written as a fraction of the theoretical maximum amount of product (1.0 means a 100% yield; for example, 0.34 means a 34% yield). (1) The reactants are [NH2:1][C:2]1[C:3]([O:13][CH3:14])=[C:4]([C:9]([F:12])=[CH:10][CH:11]=1)[C:5]([O:7][CH3:8])=[O:6].N1C=CC=CC=1.[CH2:21]([S:24](Cl)(=[O:26])=[O:25])[CH2:22][CH3:23]. The catalyst is C(Cl)Cl.CN(C)C1C=CN=CC=1. The product is [F:12][C:9]1[C:4]([C:5]([O:7][CH3:8])=[O:6])=[C:3]([O:13][CH3:14])[C:2]([NH:1][S:24]([CH2:21][CH2:22][CH3:23])(=[O:26])=[O:25])=[CH:11][CH:10]=1. The yield is 0.850. (2) The reactants are [CH3:1][O:2][C:3]1[CH:11]=[C:10]2[C:6]([C:7]([C:12]([C:14]3[CH:19]=[C:18]([O:20][CH3:21])[C:17]([O:22][CH3:23])=[C:16]([O:24][CH3:25])[CH:15]=3)=[O:13])=[CH:8][NH:9]2)=[CH:5][CH:4]=1.CS(O[CH2:31][C:32]1([NH:40][C:41]([O:43][C:44]([CH3:47])([CH3:46])[CH3:45])=[O:42])[CH2:37][O:36][C:35]([CH3:39])([CH3:38])[O:34][CH2:33]1)(=O)=O. The catalyst is CN(C=O)C.CCOCC. The product is [CH3:1][O:2][C:3]1[CH:11]=[C:10]2[C:6]([C:7]([C:12](=[O:13])[C:14]3[CH:19]=[C:18]([O:20][CH3:21])[C:17]([O:22][CH3:23])=[C:16]([O:24][CH3:25])[CH:15]=3)=[CH:8][N:9]2[CH2:31][C:32]2([NH:40][C:41](=[O:42])[O:43][C:44]([CH3:47])([CH3:46])[CH3:45])[CH2:37][O:36][C:35]([CH3:38])([CH3:39])[O:34][CH2:33]2)=[CH:5][CH:4]=1. The yield is 0.370.